From a dataset of Forward reaction prediction with 1.9M reactions from USPTO patents (1976-2016). Predict the product of the given reaction. The product is: [NH2:16][CH2:17][CH:18]1[CH2:21][N:20]([C:22]2[S:23][C:24]([C:28]([O:30][CH2:31][CH3:32])=[O:29])=[C:25]([CH3:27])[N:26]=2)[CH2:19]1. Given the reactants Br.C(O)(=O)C.C(OC([NH:16][CH2:17][CH:18]1[CH2:21][N:20]([C:22]2[S:23][C:24]([C:28]([O:30][CH2:31][CH3:32])=[O:29])=[C:25]([CH3:27])[N:26]=2)[CH2:19]1)=O)C1C=CC=CC=1.[OH-].[Na+], predict the reaction product.